From a dataset of Full USPTO retrosynthesis dataset with 1.9M reactions from patents (1976-2016). Predict the reactants needed to synthesize the given product. (1) Given the product [CH3:32][C:27]1[C:26]([C:18]2[N:17]([C:14]3[CH:15]=[CH:16][C:11]([S:8]([NH2:3])(=[O:10])=[O:9])=[CH:12][CH:13]=3)[CH:21]=[C:20]([C:22]([F:23])([F:24])[F:25])[N:19]=2)=[CH:31][CH:30]=[CH:29][N:28]=1, predict the reactants needed to synthesize it. The reactants are: CC1[N:3]([S:8]([C:11]2[CH:16]=[CH:15][C:14]([N:17]3[CH2:21][CH:20]([C:22]([F:25])([F:24])[F:23])[N:19]=[C:18]3[C:26]3[C:27]([CH3:32])=[N:28][CH:29]=[CH:30][CH:31]=3)=[CH:13][CH:12]=2)(=[O:10])=[O:9])C(C)=CC=1.C(=O)(O)[O-].[Na+]. (2) Given the product [OH:1][C:2]([CH:5]1[CH2:9][CH2:8][CH:7]([CH3:10])[C:6]1=[O:11])([CH3:4])[CH3:3], predict the reactants needed to synthesize it. The reactants are: [OH:1][C:2]([CH:5]1[CH2:9][CH2:8][CH:7]([CH3:10])[CH:6]1[OH:11])([CH3:4])[CH3:3].[Cr](Cl)([O-])(=O)=O.[NH+]1C=CC=CC=1.C(OCC)C. (3) Given the product [C:1]([C:4]1[CH:33]=[CH:32][C:7]([O:8][CH2:9][C:10]2[CH:11]=[CH:12][C:13]([CH:16]([OH:25])[C:17]3[CH:18]=[C:19]([CH:22]=[CH:23][CH:24]=3)[C:20]#[N:21])=[CH:14][CH:15]=2)=[C:6]([CH2:34][CH2:35][CH3:36])[C:5]=1[OH:37])(=[O:3])[CH3:2], predict the reactants needed to synthesize it. The reactants are: [C:1]([C:4]1[CH:33]=[CH:32][C:7]([O:8][CH2:9][C:10]2[CH:15]=[CH:14][C:13]([CH:16]([O:25]C3CCCCO3)[C:17]3[CH:18]=[C:19]([CH:22]=[CH:23][CH:24]=3)[C:20]#[N:21])=[CH:12][CH:11]=2)=[C:6]([CH2:34][CH2:35][CH3:36])[C:5]=1[OH:37])(=[O:3])[CH3:2].O.C1(C)C=CC(S(O)(=O)=O)=CC=1.CO.ClCCl. (4) Given the product [CH:13]([N:15]([CH2:3][C:4]([C:6]1[C:11]([CH3:12])=[CH:10][CH:9]=[CH:8][N:7]=1)=[O:5])[CH:16]=[O:17])=[O:14], predict the reactants needed to synthesize it. The reactants are: Br.Br[CH2:3][C:4]([C:6]1[C:11]([CH3:12])=[CH:10][CH:9]=[CH:8][N:7]=1)=[O:5].[CH:13]([N-:15][CH:16]=[O:17])=[O:14].[Na+]. (5) Given the product [ClH:1].[Cl:1][C:2]1[CH:3]=[C:4]([F:28])[C:5]([C:8]([F:27])([F:26])[CH2:9][N:10]2[CH2:15][CH2:14][CH:13]([NH:16][C:17]3[C:18]4[CH:25]=[CH:24][NH:23][C:19]=4[N:20]=[CH:21][N:22]=3)[CH2:12][CH2:11]2)=[N:6][CH:7]=1, predict the reactants needed to synthesize it. The reactants are: [Cl:1][C:2]1[CH:3]=[C:4]([F:28])[C:5]([C:8]([F:27])([F:26])[CH2:9][N:10]2[CH2:15][CH2:14][CH:13]([NH:16][C:17]3[C:18]4[CH:25]=[CH:24][NH:23][C:19]=4[N:20]=[CH:21][N:22]=3)[CH2:12][CH2:11]2)=[N:6][CH:7]=1.Cl.CO. (6) Given the product [CH3:16][C:17]1[CH:22]=[CH:21][C:20]([S:23]([NH:1][C:2]2[CH:3]=[CH:4][CH:5]=[C:6]3[C:10]=2[NH:9][C:8]([C:11]([O:13][CH2:14][CH3:15])=[O:12])=[CH:7]3)(=[O:25])=[O:24])=[CH:19][CH:18]=1, predict the reactants needed to synthesize it. The reactants are: [NH2:1][C:2]1[CH:3]=[CH:4][CH:5]=[C:6]2[C:10]=1[NH:9][C:8]([C:11]([O:13][CH2:14][CH3:15])=[O:12])=[CH:7]2.[CH3:16][C:17]1[CH:22]=[CH:21][C:20]([S:23](Cl)(=[O:25])=[O:24])=[CH:19][CH:18]=1. (7) Given the product [Cl:13][C:14]1[CH:19]=[C:18]([C:2]2[CH:7]=[CH:6][C:5]([N+:8]([O-:10])=[O:9])=[CH:4][C:3]=2[O:11][CH3:12])[CH:17]=[CH:16][N:15]=1, predict the reactants needed to synthesize it. The reactants are: Br[C:2]1[CH:7]=[CH:6][C:5]([N+:8]([O-:10])=[O:9])=[CH:4][C:3]=1[O:11][CH3:12].[Cl:13][C:14]1[CH:19]=[C:18](B(O)O)[CH:17]=[CH:16][N:15]=1.COCCOC.C(=O)([O-])[O-].[Cs+].[Cs+].O.